This data is from Reaction yield outcomes from USPTO patents with 853,638 reactions. The task is: Predict the reaction yield, written as a fraction of the theoretical maximum amount of product (1.0 means a 100% yield; for example, 0.34 means a 34% yield). (1) The reactants are [OH:1][C:2]1([CH3:8])[CH2:7][CH2:6][O:5][CH2:4][CH2:3]1.[Cl:9][CH2:10][C:11](Cl)=[O:12].C(N(CC)CC)C.C(O)C. The catalyst is CN(C1C=CN=CC=1)C.O.C(Cl)Cl. The product is [Cl:9][CH2:10][C:11]([O:1][C:2]1([CH3:8])[CH2:7][CH2:6][O:5][CH2:4][CH2:3]1)=[O:12]. The yield is 0.790. (2) The reactants are Br.[NH2:2][C:3]1[N:8]=[CH:7][C:6]([C:9]2[CH:14]=[CH:13][C:12]([S:15]([NH:18][CH:19]3[CH2:21][CH2:20]3)(=[O:17])=[O:16])=[CH:11][CH:10]=2)=[CH:5][C:4]=1Br.[CH3:23][C:24]1([CH3:44])[C:33]2[C:28](=[CH:29][CH:30]=[C:31](B3OC(C)(C)C(C)(C)O3)[CH:32]=2)[C:27](=[O:43])[NH:26][CH2:25]1. No catalyst specified. The product is [NH2:2][C:3]1[N:8]=[CH:7][C:6]([C:9]2[CH:14]=[CH:13][C:12]([S:15]([NH:18][CH:19]3[CH2:21][CH2:20]3)(=[O:17])=[O:16])=[CH:11][CH:10]=2)=[CH:5][C:4]=1[C:31]1[CH:32]=[C:33]2[C:28](=[CH:29][CH:30]=1)[C:27](=[O:43])[NH:26][CH2:25][C:24]2([CH3:44])[CH3:23]. The yield is 0.370.